Task: Predict the reaction yield, written as a fraction of the theoretical maximum amount of product (1.0 means a 100% yield; for example, 0.34 means a 34% yield).. Dataset: Reaction yield outcomes from USPTO patents with 853,638 reactions (1) The reactants are [CH3:1][C:2]1([CH3:11])[CH2:7][CH2:6][CH2:5][CH:4]([CH:8]([OH:10])[CH3:9])[CH2:3]1.[Cl:12][CH2:13][C:14](O)=[O:15].C1(N=C=NC2CCCCC2)CCCCC1. The catalyst is ClCCl.CN(C)C1C=CN=CC=1. The product is [CH3:11][C:2]1([CH3:1])[CH2:7][CH2:6][CH2:5][CH:4]([CH:8]([O:10][C:14](=[O:15])[CH2:13][Cl:12])[CH3:9])[CH2:3]1. The yield is 0.880. (2) The reactants are [CH:1]([O:4][C:5]([C:7]1[N:8]=[C:9]([C:38]([F:41])([F:40])[F:39])[N:10]2[CH2:15][CH2:14][N:13]([C:16](=[O:37])[CH2:17][C@H:18]([NH:29]C(OC(C)(C)C)=O)[CH2:19][C:20]3[CH:25]=[C:24]([F:26])[C:23]([F:27])=[CH:22][C:21]=3[F:28])[CH2:12][C:11]=12)=[O:6])([CH3:3])[CH3:2].[ClH:42]. The catalyst is C(OCC)(=O)C. The product is [ClH:42].[CH:1]([O:4][C:5]([C:7]1[N:8]=[C:9]([C:38]([F:40])([F:39])[F:41])[N:10]2[CH2:15][CH2:14][N:13]([C:16](=[O:37])[CH2:17][C@H:18]([NH2:29])[CH2:19][C:20]3[CH:25]=[C:24]([F:26])[C:23]([F:27])=[CH:22][C:21]=3[F:28])[CH2:12][C:11]=12)=[O:6])([CH3:3])[CH3:2]. The yield is 0.978. (3) The reactants are [C:1]([C:3]1[CH:4]=[C:5]([CH:11]=[CH:12][C:13]=1OCC(C)C)[C:6]([O:8]CC)=[O:7])#[N:2].[OH-].[Na+]. The catalyst is C(O)C.C1COCC1. The product is [C:1]([C:3]1[CH:4]=[C:5]([CH:11]=[CH:12][C:13]=1[CH2:1][CH:3]([CH3:4])[CH3:13])[C:6]([OH:8])=[O:7])#[N:2]. The yield is 0.990. (4) The reactants are [CH3:1][C@@H:2]1[C@H:7]([NH:8][C:9](=[O:15])[O:10][C:11]([CH3:14])([CH3:13])[CH3:12])[CH2:6][CH2:5][CH2:4][NH:3]1.CCN(C(C)C)C(C)C.[Cl:25][C:26]1[C:27]([C:33]#[N:34])=[N:28][CH:29]=[C:30](Cl)[N:31]=1. The yield is 0.860. The product is [Cl:25][C:26]1[N:31]=[C:30]([N:3]2[CH2:4][CH2:5][CH2:6][C@@H:7]([NH:8][C:9](=[O:15])[O:10][C:11]([CH3:14])([CH3:13])[CH3:12])[C@H:2]2[CH3:1])[CH:29]=[N:28][C:27]=1[C:33]#[N:34]. The catalyst is C1COCC1. (5) The product is [CH3:1][O:2][C:3]1[C:8]([O:9][CH3:10])=[CH:7][CH:6]=[CH:5][C:4]=1[O:11][C:13]1[CH:18]=[CH:17][C:16]([O:19][CH3:20])=[CH:15][C:14]=1[N+:21]([O-:23])=[O:22].[CH3:24][O:25][C:26]1[C:41]([O:42][CH3:43])=[CH:40][CH:39]=[CH:38][C:27]=1[O:28][C:29]1[CH:35]=[CH:34][C:33]([O:36][CH3:37])=[CH:32][C:30]=1[NH:31][C:4]([NH:44][C:45]1[S:46][CH:47]=[CH:48][N:49]=1)=[O:11]. The reactants are [CH3:1][O:2][C:3]1[C:8]([O:9][CH3:10])=[CH:7][CH:6]=[CH:5][C:4]=1[OH:11].Cl[C:13]1[CH:18]=[CH:17][C:16]([O:19][CH3:20])=[CH:15][C:14]=1[N+:21]([O-:23])=[O:22].[CH3:24][O:25][C:26]1[C:41]([O:42][CH3:43])=[CH:40][CH:39]=[CH:38][C:27]=1[O:28][C:29]1[CH:35]=[CH:34][C:33]([O:36][CH3:37])=[CH:32][C:30]=1[NH2:31].[NH2:44][C:45]1[S:46][CH:47]=[CH:48][N:49]=1. The yield is 0.560. No catalyst specified. (6) The reactants are [C:1]([O:6][C@@H:7]1[C@@H:15]([CH2:16][C:17]2[C:26]3[C:21](=[CH:22][CH:23]=[CH:24][CH:25]=3)[CH:20]=[CH:19][CH:18]=2)[CH2:14][O:13][CH2:12][C@H:11]([NH:27][C:28](=[O:38])[C:29]2[C:34]([OH:35])=[C:33]([O:36][CH3:37])[CH:32]=[CH:31][N:30]=2)[C:10](=[O:39])[O:9][C@H:8]1[CH3:40])(=[O:5])[CH:2]([CH3:4])[CH3:3].C([O-])([O-])=O.[K+].[K+].[C:47]([O:50][CH2:51]Br)(=[O:49])[CH3:48]. The catalyst is CC(C)=O.C(Cl)Cl. The product is [C:1]([O:6][C@@H:7]1[C@@H:15]([CH2:16][C:17]2[C:26]3[C:21](=[CH:22][CH:23]=[CH:24][CH:25]=3)[CH:20]=[CH:19][CH:18]=2)[CH2:14][O:13][CH2:12][C@H:11]([NH:27][C:28](=[O:38])[C:29]2[C:34]([O:35][CH2:51][O:50][C:47](=[O:49])[CH3:48])=[C:33]([O:36][CH3:37])[CH:32]=[CH:31][N:30]=2)[C:10](=[O:39])[O:9][C@H:8]1[CH3:40])(=[O:5])[CH:2]([CH3:3])[CH3:4]. The yield is 0.730. (7) The reactants are [CH3:1][O:2][C:3]1[CH:4]=[C:5]([C:18]([O:20]CC)=[O:19])[CH:6]=[C:7]2[C:11]=1[N:10]([CH:12]1[CH2:17][CH2:16][CH2:15][CH2:14][O:13]1)[N:9]=[CH:8]2.[OH-].[Li+]. The catalyst is O1CCCC1. The product is [CH3:1][O:2][C:3]1[CH:4]=[C:5]([C:18]([OH:20])=[O:19])[CH:6]=[C:7]2[C:11]=1[N:10]([CH:12]1[CH2:17][CH2:16][CH2:15][CH2:14][O:13]1)[N:9]=[CH:8]2. The yield is 0.910.